This data is from Forward reaction prediction with 1.9M reactions from USPTO patents (1976-2016). The task is: Predict the product of the given reaction. (1) Given the reactants [C:1]1(B(O)O)[CH:6]=[CH:5][CH:4]=[CH:3][CH:2]=1.[NH2:10][C:11]1[C:15]2=[N:16][CH:17]=[C:18](Br)[CH:19]=[C:14]2[S:13][C:12]=1[C:21]([O:23][CH3:24])=[O:22].CCN(C(C)C)C(C)C.O1CCOCC1.O, predict the reaction product. The product is: [NH2:10][C:11]1[C:15]2=[N:16][CH:17]=[C:18]([C:1]3[CH:6]=[CH:5][CH:4]=[CH:3][CH:2]=3)[CH:19]=[C:14]2[S:13][C:12]=1[C:21]([O:23][CH3:24])=[O:22]. (2) Given the reactants [O:1]=[C:2]1[NH:7][C:6]2[CH:8]=[C:9]([C:12]([C:14]3[CH:22]=[CH:21][CH:20]=[CH:19][C:15]=3[C:16](O)=[O:17])=[O:13])[CH:10]=[CH:11][C:5]=2[O:4][CH2:3]1.CN1CCOCC1.C1CN([P+](O[N:47]2N=[N:54][C:49]3[CH:50]=[CH:51][CH:52]=[CH:53][C:48]2=3)(N2CCCC2)N2CCCC2)CC1.F[P-](F)(F)(F)(F)F.C1(N)C=CC=CC=1N, predict the reaction product. The product is: [NH2:54][C:49]1[CH:50]=[CH:51][CH:52]=[CH:53][C:48]=1[N:47]1[C:16](=[O:17])[C:15]2[C:14](=[CH:22][CH:21]=[CH:20][CH:19]=2)[C:12]1([C:9]1[CH:10]=[CH:11][C:5]2[O:4][CH2:3][C:2](=[O:1])[NH:7][C:6]=2[CH:8]=1)[OH:13]. (3) Given the reactants [CH3:1][C:2]1[C:7]([O:8][CH3:9])=[CH:6][CH:5]=[CH:4][C:3]=1[N:10]1[C:14](=[O:15])[N:13]([CH3:16])[N:12]=[N:11]1.N(C1(C#N)CCCCC1)=NC1(C#N)CCCCC1.[Br:35]N1C(=O)CCC1=O.ClC1C=CC=CC=1, predict the reaction product. The product is: [Br:35][CH2:1][C:2]1[C:7]([O:8][CH3:9])=[CH:6][CH:5]=[CH:4][C:3]=1[N:10]1[C:14](=[O:15])[N:13]([CH3:16])[N:12]=[N:11]1. (4) Given the reactants [NH2:1][C@@H:2]1[C:8](=[O:9])[N:7]([CH2:10][CH2:11][O:12][CH2:13][C:14]2[CH:19]=[CH:18][CH:17]=[CH:16][CH:15]=2)[C:6]2[CH:20]=[CH:21][CH:22]=[CH:23][C:5]=2[C:4]2[CH:24]=[CH:25][CH:26]=[CH:27][C:3]1=2.[CH2:28]([O:30][C:31](=[O:38])[C:32]([CH3:37])([CH3:36])[C:33](O)=[O:34])[CH3:29], predict the reaction product. The product is: [CH2:28]([O:30][C:31](=[O:38])[C:32]([CH3:37])([CH3:36])[C:33]([NH:1][C@@H:2]1[C:8](=[O:9])[N:7]([CH2:10][CH2:11][O:12][CH2:13][C:14]2[CH:19]=[CH:18][CH:17]=[CH:16][CH:15]=2)[C:6]2[CH:20]=[CH:21][CH:22]=[CH:23][C:5]=2[C:4]2[CH:24]=[CH:25][CH:26]=[CH:27][C:3]1=2)=[O:34])[CH3:29]. (5) Given the reactants [C:1]([O:4][CH2:5][CH:6]=[C:7]([CH3:9])[CH3:8])(=[O:3])[CH3:2].[N+](=C[C:13]([O:15][CH2:16][CH3:17])=[O:14])=[N-].[CH2:18](N(CC([O-])=O)CC(O)=O)CN(CC([O-])=O)CC([O-])=O.[Na+].[Na+].[Na+].CC[C@@H]1N2C(N(C3C=CC(F)=CC=3)C(=O)[C@H]2CC2C3C(NC1=2)=CC=CC=3)=O, predict the reaction product. The product is: [C:1]([O:4][CH2:5][C@@H:6]1[C@H:8]([C:13]([O:15][CH2:16][CH3:17])=[O:14])[C:7]1([CH3:18])[CH3:9])(=[O:3])[CH3:2]. (6) Given the reactants C([Li])CCC.[Cl:6][C:7]1[CH:12]=[CH:11][C:10]([S:13]([CH2:16][C:17]2[CH:22]=[C:21]([F:23])[CH:20]=[CH:19][C:18]=2[F:24])(=[O:15])=[O:14])=[CH:9][CH:8]=1.[C:25]([O:28][CH2:29][CH2:30]Br)(=[O:27])[CH3:26].[Cl-].[NH4+], predict the reaction product. The product is: [Cl:6][C:7]1[CH:12]=[CH:11][C:10]([S:13]([CH:16]([C:17]2[CH:22]=[C:21]([F:23])[CH:20]=[CH:19][C:18]=2[F:24])[CH2:26][C:25]([O:28][CH2:29][CH3:30])=[O:27])(=[O:15])=[O:14])=[CH:9][CH:8]=1. (7) Given the reactants F[C:2]1[C:27]([N+:28]([O-:30])=[O:29])=[CH:26][CH:25]=[CH:24][C:3]=1[C:4]([NH:6][C:7]1[N:8]([CH3:23])[N:9]=[C:10]([C:16]([F:22])([F:21])[C:17]([F:20])([F:19])[F:18])[C:11]=1[C:12]([F:15])([F:14])[F:13])=[O:5].[C:31](=O)([O-])[O-:32].[K+].[K+], predict the reaction product. The product is: [CH3:31][O:32][C:2]1[C:27]([N+:28]([O-:30])=[O:29])=[CH:26][CH:25]=[CH:24][C:3]=1[C:4]([NH:6][C:7]1[N:8]([CH3:23])[N:9]=[C:10]([C:16]([F:22])([F:21])[C:17]([F:19])([F:20])[F:18])[C:11]=1[C:12]([F:13])([F:15])[F:14])=[O:5].